From a dataset of Serine/threonine kinase 33 screen with 319,792 compounds. Binary Classification. Given a drug SMILES string, predict its activity (active/inactive) in a high-throughput screening assay against a specified biological target. (1) The drug is o1c(C(N(C)C)CNC(=O)c2ccc(OCCC(C)C)cc2)ccc1. The result is 0 (inactive). (2) The compound is s1c2c(nc1NC(=O)CC)ccc(NC(=O)COc1ccccc1)c2. The result is 0 (inactive).